This data is from Forward reaction prediction with 1.9M reactions from USPTO patents (1976-2016). The task is: Predict the product of the given reaction. (1) Given the reactants N1C=CN=[CH:2]1.[Si:6](Cl)([C:9]([CH3:12])([CH3:11])[CH3:10])(C)C.OCC1N[C:20](=[O:22])[CH2:19]CC1.[CH:23]1[CH:28]=CC=C[CH:24]=1.[CH3:29][N:30]([CH:32]=[O:33])C, predict the reaction product. The product is: [C:9]([SiH2:6][O:22][C:20]([CH3:19])([CH3:2])[CH:29]1[NH:30][C:32](=[O:33])[CH2:28][CH2:23][CH2:24]1)([CH3:12])([CH3:11])[CH3:10]. (2) Given the reactants Cl[C:2]1[CH:10]=[CH:9][C:5]([C:6]([OH:8])=[O:7])=[CH:4][N:3]=1.[NH:11]1[CH2:16][CH2:15][O:14][CH2:13][CH2:12]1, predict the reaction product. The product is: [N:11]1([C:2]2[CH:10]=[CH:9][C:5]([C:6]([OH:8])=[O:7])=[CH:4][N:3]=2)[CH2:16][CH2:15][O:14][CH2:13][CH2:12]1. (3) Given the reactants CN(C)C1C=C[C:6]([S:9](N2CCC(NC3N=C(NC4C=CC=C(C(F)(F)F)C=4)N=C(OCC(F)(F)F)N=3)CC2)(=[O:11])=[O:10])=CC=1.CC[N:45]([CH:49]([CH3:51])[CH3:50])C(C)C.[N+](C1C=CC([S:61]([N:64]2[CH2:69][CH2:68][CH:67]([NH:70][C:71]3[N:76]=[C:75]([NH:77][C:78]4[CH:83]=[CH:82][CH:81]=[C:80]([C:84]([F:87])([F:86])[F:85])[CH:79]=4)[N:74]=[C:73]([O:88][CH2:89][C:90]([F:93])([F:92])[F:91])[N:72]=3)[CH2:66][CH2:65]2)(=[O:63])=[O:62])=CC=1)([O-])=O.[C:94]([O-])([O-])=O.[K+].[K+].[C:100](#N)[CH3:101], predict the reaction product. The product is: [F:91][C:90]([F:92])([F:93])[CH2:89][O:88][C:73]1[N:74]=[C:75]([NH:77][C:78]2[CH:83]=[CH:82][CH:81]=[C:80]([C:84]([F:86])([F:85])[F:87])[CH:79]=2)[N:76]=[C:71]([NH:70][CH:67]2[CH2:68][CH2:69][N:64]([S:61]([C:94]3[CH:51]=[C:49]([NH:45][S:9]([CH3:6])(=[O:11])=[O:10])[CH:50]=[CH:101][CH:100]=3)(=[O:62])=[O:63])[CH2:65][CH2:66]2)[N:72]=1. (4) Given the reactants [NH:1]1[CH:5]=[CH:4][N:3]=[C:2]1[C:6]1(O)[C:15]2[C:10](=[CH:11][CH:12]=[CH:13][CH:14]=2)[O:9][CH2:8][CH:7]1[CH3:16].[Li].N, predict the reaction product. The product is: [CH3:16][CH:7]1[CH:6]([C:2]2[NH:3][CH:4]=[CH:5][N:1]=2)[C:15]2[C:10](=[CH:11][CH:12]=[CH:13][CH:14]=2)[O:9][CH2:8]1. (5) Given the reactants CO[C:3]([C:5]1[S:9][C:8](/[CH:10]=[CH:11]/[C:12]2[C:13]([CH2:18][CH2:19][CH2:20][CH3:21])=[N:14][O:15][C:16]=2[CH3:17])=[N:7][C:6]=1[CH3:22])=[O:4].[NH2:23][CH:24]([CH3:27])[CH2:25][OH:26], predict the reaction product. The product is: [OH:26][CH2:25][CH:24]([NH:23][C:3]([C:5]1[S:9][C:8](/[CH:10]=[CH:11]/[C:12]2[C:13]([CH2:18][CH2:19][CH2:20][CH3:21])=[N:14][O:15][C:16]=2[CH3:17])=[N:7][C:6]=1[CH3:22])=[O:4])[CH3:27].